This data is from Catalyst prediction with 721,799 reactions and 888 catalyst types from USPTO. The task is: Predict which catalyst facilitates the given reaction. (1) Reactant: C1C(=O)N([Br:8])C(=O)C1.[F:9][C:10]1[CH:11]=[CH:12][C:13]([NH2:16])=[N:14][CH:15]=1. Product: [Br:8][C:12]1[C:13]([NH2:16])=[N:14][CH:15]=[C:10]([F:9])[CH:11]=1. The catalyst class is: 23. (2) Reactant: [C:1]([C:4]1[N:9]=[C:8]([C:10]([O:12][CH3:13])=[O:11])[C:7]([O:14][CH3:15])=[C:6]([NH2:16])[CH:5]=1)(=[O:3])[CH3:2].[BH4-].[Na+].C([O-])(O)=O.[Na+]. Product: [NH2:16][C:6]1[CH:5]=[C:4]([CH:1]([OH:3])[CH3:2])[N:9]=[C:8]([C:10]([O:12][CH3:13])=[O:11])[C:7]=1[O:14][CH3:15]. The catalyst class is: 5. (3) Reactant: [C:1]1([C:7]2[CH:12]=[CH:11][N:10]3[CH:13]=[CH:14][N:15]=[C:9]3[CH:8]=2)[CH:6]=[CH:5][CH:4]=[CH:3][CH:2]=1.[I:16]I.C(=O)(O)[O-].[Na+]. Product: [I:16][C:13]1[N:10]2[CH:11]=[CH:12][C:7]([C:1]3[CH:2]=[CH:3][CH:4]=[CH:5][CH:6]=3)=[CH:8][C:9]2=[N:15][CH:14]=1. The catalyst class is: 15. (4) Reactant: [CH2:1]([C:3]1[CH:8]=[CH:7][C:6]([C:9]2[NH:13][C:12]3[CH:14]=[CH:15][CH:16]=[C:17]([N:18]4[CH2:23][CH2:22][N:21]([CH2:24][CH2:25][OH:26])[CH2:20][CH2:19]4)[C:11]=3[N:10]=2)=[CH:5][CH:4]=1)[CH3:2].[CH3:27][C:28]1[CH:29]=[C:30](O)[CH:31]=[CH:32][C:33]=1[N+:34]([O-:36])=[O:35].C1(P(C2C=CC=CC=2)C2C=CC=CC=2)C=CC=CC=1.N(C(OC(C)(C)C)=O)=NC(OC(C)(C)C)=O.FC(F)(F)C(O)=O. Product: [CH2:1]([C:3]1[CH:8]=[CH:7][C:6]([C:9]2[NH:13][C:12]3[CH:14]=[CH:15][CH:16]=[C:17]([N:18]4[CH2:19][CH2:20][N:21]([CH2:24][CH2:25][O:26][C:30]5[CH:31]=[CH:32][C:33]([N+:34]([O-:36])=[O:35])=[C:28]([CH3:27])[CH:29]=5)[CH2:22][CH2:23]4)[C:11]=3[N:10]=2)=[CH:5][CH:4]=1)[CH3:2]. The catalyst class is: 4. (5) Reactant: C1(P(C2C=CC=CC=2)C2C=CC=CC=2)C=CC=CC=1.N(C(OC(C)C)=O)=NC(OC(C)C)=O.[CH2:34]([O:41][C:42](=[O:63])[NH:43][C:44]1([CH2:47][N:48]([C:56]([O:58][C:59]([CH3:62])([CH3:61])[CH3:60])=[O:57])[C@@H:49]([CH2:54]O)[CH2:50][CH:51]([CH3:53])[CH3:52])[CH2:46][CH2:45]1)[C:35]1[CH:40]=[CH:39][CH:38]=[CH:37][CH:36]=1. Product: [CH2:50]([C@H:49]1[N:48]([C:56]([O:58][C:59]([CH3:60])([CH3:61])[CH3:62])=[O:57])[CH2:47][C:44]2([CH2:45][CH2:46]2)[N:43]([C:42]([O:41][CH2:34][C:35]2[CH:36]=[CH:37][CH:38]=[CH:39][CH:40]=2)=[O:63])[CH2:54]1)[CH:51]([CH3:52])[CH3:53]. The catalyst class is: 11. (6) Reactant: Br[C:2]1[CH:3]=[C:4]2[C:8](=[C:9]([C:11]([NH2:13])=[O:12])[CH:10]=1)[NH:7][CH:6]=[C:5]2[CH:14]1[CH2:18][CH2:17][S:16](=[O:20])(=[O:19])[CH2:15]1.[S:21]1[C:25]2[CH:26]=[CH:27][C:28](B(O)O)=[CH:29][C:24]=2[CH:23]=[CH:22]1.C(=O)([O-])[O-].[K+].[K+]. The catalyst class is: 117. Product: [S:21]1[C:25]2[CH:26]=[CH:27][C:28]([C:2]3[CH:3]=[C:4]4[C:8](=[C:9]([C:11]([NH2:13])=[O:12])[CH:10]=3)[NH:7][CH:6]=[C:5]4[CH:14]3[CH2:18][CH2:17][S:16](=[O:20])(=[O:19])[CH2:15]3)=[CH:29][C:24]=2[CH:23]=[CH:22]1. (7) Reactant: [CH3:1][C:2]([CH3:25])([CH2:11][CH2:12][CH2:13][N:14]1C(=O)C2=CC=CC=C2C1=O)[CH2:3][O:4][CH:5]1[CH2:10][CH2:9][CH2:8][CH2:7][O:6]1.O.NN. Product: [CH3:1][C:2]([CH3:25])([CH2:3][O:4][CH:5]1[CH2:10][CH2:9][CH2:8][CH2:7][O:6]1)[CH2:11][CH2:12][CH2:13][NH2:14]. The catalyst class is: 511.